This data is from Full USPTO retrosynthesis dataset with 1.9M reactions from patents (1976-2016). The task is: Predict the reactants needed to synthesize the given product. Given the product [C:8]([C:10]1[CH:15]=[CH:14][CH:13]=[CH:12][CH:11]=1)#[C:7][C:1]1[CH:6]=[CH:5][CH:4]=[CH:3][CH:2]=1, predict the reactants needed to synthesize it. The reactants are: [C:1]1([C:7]#[CH:8])[CH:6]=[CH:5][CH:4]=[CH:3][CH:2]=1.I[C:10]1[CH:15]=[CH:14][CH:13]=[CH:12][CH:11]=1.